Dataset: Forward reaction prediction with 1.9M reactions from USPTO patents (1976-2016). Task: Predict the product of the given reaction. (1) Given the reactants [CH:1]1([C:6]([NH:8][CH:9]([CH2:13][CH3:14])[C:10]([OH:12])=O)=[O:7])[CH2:5][CH2:4][CH2:3][CH2:2]1.N1C=CC=CC=1.ClC(=O)[C:23]([O:25][CH2:26][CH3:27])=[O:24], predict the reaction product. The product is: [CH:1]1([C:6]([NH:8][CH:9]([CH2:13][CH3:14])[C:10](=[O:12])[C:23]([O:25][CH2:26][CH3:27])=[O:24])=[O:7])[CH2:2][CH2:3][CH2:4][CH2:5]1. (2) Given the reactants [NH2:1][C:2]1[CH:9]=[CH:8][CH:7]=[CH:6][C:3]=1[C:4]#[N:5].C(=O)([O-])[O-].[K+].[K+].[CH3:16][O:17][C:18]1[CH:19]=[C:20]([CH:24]=[C:25]([O:29][CH3:30])[C:26]=1[O:27][CH3:28])[C:21](Cl)=[O:22], predict the reaction product. The product is: [C:4]([C:3]1[CH:6]=[CH:7][CH:8]=[CH:9][C:2]=1[NH:1][C:21](=[O:22])[C:20]1[CH:19]=[C:18]([O:17][CH3:16])[C:26]([O:27][CH3:28])=[C:25]([O:29][CH3:30])[CH:24]=1)#[N:5]. (3) Given the reactants [CH:1]([C:3]1[CH:4]=[C:5]([CH2:9][C:10]([O:12][CH3:13])=[O:11])[CH:6]=[CH:7][CH:8]=1)=O.[NH2:14][CH2:15][CH2:16][CH2:17][N:18]1[C:30]2[C:29]3[CH:28]=[CH:27][CH:26]=[CH:25][C:24]=3[N:23]=[C:22]([NH2:31])[C:21]=2[N:20]=[C:19]1[CH2:32][O:33][CH2:34][CH3:35].C(O[BH-](OC(=O)C)OC(=O)C)(=O)C.[Na+], predict the reaction product. The product is: [NH2:31][C:22]1[C:21]2[N:20]=[C:19]([CH2:32][O:33][CH2:34][CH3:35])[N:18]([CH2:17][CH2:16][CH2:15][NH:14][CH2:1][C:3]3[CH:4]=[C:5]([CH2:9][C:10]([O:12][CH3:13])=[O:11])[CH:6]=[CH:7][CH:8]=3)[C:30]=2[C:29]2[CH:28]=[CH:27][CH:26]=[CH:25][C:24]=2[N:23]=1. (4) Given the reactants [F:1][CH:2]([F:14])[CH2:3][N:4]1[CH2:8][CH:7]([C:9]([OH:11])=O)[N:6]([CH3:12])[C:5]1=[O:13].O.ON1C2C=CC=CC=2N=N1.Cl.C(N=C=NCCCN(C)C)C.C(N1CCOCC1)C.[Cl:46][C:47]1[CH:52]=[C:51]([Cl:53])[CH:50]=[CH:49][C:48]=1[CH2:54][NH2:55], predict the reaction product. The product is: [Cl:46][C:47]1[CH:52]=[C:51]([Cl:53])[CH:50]=[CH:49][C:48]=1[CH2:54][NH:55][C:9]([CH:7]1[CH2:8][N:4]([CH2:3][CH:2]([F:1])[F:14])[C:5](=[O:13])[N:6]1[CH3:12])=[O:11]. (5) Given the reactants [O:1]1[CH2:6][CH2:5][NH:4][C:3]2[CH:7]=[CH:8][CH:9]=[CH:10][C:2]1=2.[Cl:11][C:12]1[CH:13]=[CH:14][C:15](F)=[C:16]([CH:19]=1)[C:17]#[N:18].C(=O)([O-])[O-].[Cs+].[Cs+], predict the reaction product. The product is: [O:1]1[CH2:6][CH2:5][N:4]([C:15]2[CH:14]=[CH:13][C:12]([Cl:11])=[CH:19][C:16]=2[C:17]#[N:18])[C:3]2[CH:7]=[CH:8][CH:9]=[CH:10][C:2]1=2.